This data is from Catalyst prediction with 721,799 reactions and 888 catalyst types from USPTO. The task is: Predict which catalyst facilitates the given reaction. (1) Reactant: [F:1][C:2]([F:15])([F:14])[C:3]1[NH:13][C:6]2=[N:7][CH:8]=[C:9]([CH2:11][NH2:12])[CH:10]=[C:5]2[CH:4]=1.[Cl:16][C:17]1[C:22]([CH3:23])=[C:21]([CH:24]([F:26])[CH3:25])[N:20]=[CH:19][N:18]=1.CCN(C(C)C)C(C)C.Cl.C(OCC)C. Product: [ClH:16].[F:26][CH:24]([C:21]1[N:20]=[CH:19][N:18]=[C:17]([NH:12][CH2:11][C:9]2[CH:10]=[C:5]3[CH:4]=[C:3]([C:2]([F:1])([F:14])[F:15])[NH:13][C:6]3=[N:7][CH:8]=2)[C:22]=1[CH3:23])[CH3:25]. The catalyst class is: 435. (2) Reactant: [N:1]([CH2:4][CH:5]1[O:9][C:8](=[O:10])[N:7]([C:11]2[CH:16]=[CH:15][C:14]([Cl:17])=[CH:13][N:12]=2)[CH2:6]1)=[N+]=[N-].C1(P(C2C=CC=CC=2)C2C=CC=CC=2)C=CC=CC=1. Product: [NH2:1][CH2:4][CH:5]1[O:9][C:8](=[O:10])[N:7]([C:11]2[CH:16]=[CH:15][C:14]([Cl:17])=[CH:13][N:12]=2)[CH2:6]1. The catalyst class is: 30. (3) The catalyst class is: 3. Product: [CH3:24][C:20]1[CH:21]=[C:22]([CH3:23])[N:18]([CH2:17][S:8][C:6]2[N:5]=[C:4]([OH:9])[CH:3]=[C:2]([CH3:1])[N:7]=2)[N:19]=1. Reactant: [CH3:1][C:2]1[N:7]=[C:6]([SH:8])[N:5]=[C:4]([OH:9])[CH:3]=1.C(=O)([O-])[O-].[K+].[K+].Br[CH2:17][N:18]1[C:22]([CH3:23])=[CH:21][C:20]([CH3:24])=[N:19]1. (4) Reactant: [F:1][CH:2]([F:37])[C:3]1[N:7]([C:8]2[N:13]=[C:12](S(C)(=O)=O)[N:11]=[C:10]([N:18]3[CH2:23][CH2:22][N:21]([C:24]([O:26][C:27]([CH3:30])([CH3:29])[CH3:28])=[O:25])[CH2:20][CH2:19]3)[CH:9]=2)[C:6]2[CH:31]=[CH:32][CH:33]=[C:34]([O:35][CH3:36])[C:5]=2[N:4]=1.[NH:38]1[CH2:43][CH2:42][O:41][CH2:40][CH2:39]1.O. Product: [F:1][CH:2]([F:37])[C:3]1[N:7]([C:8]2[N:13]=[C:12]([N:38]3[CH2:43][CH2:42][O:41][CH2:40][CH2:39]3)[N:11]=[C:10]([N:18]3[CH2:23][CH2:22][N:21]([C:24]([O:26][C:27]([CH3:30])([CH3:29])[CH3:28])=[O:25])[CH2:20][CH2:19]3)[CH:9]=2)[C:6]2[CH:31]=[CH:32][CH:33]=[C:34]([O:35][CH3:36])[C:5]=2[N:4]=1. The catalyst class is: 1. (5) The catalyst class is: 252. Product: [Cl:25][C:26]1[CH:31]=[C:30]([C:32]2[N:9]([C:6]3[CH:7]=[CH:8][C:3]([F:2])=[CH:4][CH:5]=3)[N:10]=[C:34]([C:35]([F:36])([F:37])[F:38])[CH:33]=2)[CH:29]=[CH:28][N:27]=1. Reactant: Cl.[F:2][C:3]1[CH:8]=[CH:7][C:6]([NH:9][NH2:10])=[CH:5][CH:4]=1.C(N(CC)CC)C.FC(F)(F)C(O)=O.[Cl:25][C:26]1[CH:31]=[C:30]([C:32](=O)[CH2:33][C:34](=O)[C:35]([F:38])([F:37])[F:36])[CH:29]=[CH:28][N:27]=1.[OH-].[Na+]. (6) Reactant: [F:1][C:2]1[C:11]([CH2:12][NH2:13])=[C:10]([F:14])[CH:9]=[C:8]2[C:3]=1[CH:4]=[CH:5][CH:6]=[N:7]2.Br[C:16]1[C:17]([NH2:23])=[N:18][CH:19]=[C:20]([Br:22])[N:21]=1.C(N(CC)CC)C. Product: [Br:22][C:20]1[N:21]=[C:16]([NH:13][CH2:12][C:11]2[C:2]([F:1])=[C:3]3[C:8](=[CH:9][C:10]=2[F:14])[N:7]=[CH:6][CH:5]=[CH:4]3)[C:17]([NH2:23])=[N:18][CH:19]=1. The catalyst class is: 23. (7) Reactant: [Br:1][C:2]1[CH:7]=[CH:6][C:5]([S:8]([NH:11][C:12]2[CH:17]=[C:16]([N+:18]([O-])=O)[CH:15]=[CH:14][C:13]=2[O:21][CH3:22])(=[O:10])=[O:9])=[CH:4][CH:3]=1.C([O-])=O.[NH4+].O. Product: [NH2:18][C:16]1[CH:15]=[CH:14][C:13]([O:21][CH3:22])=[C:12]([NH:11][S:8]([C:5]2[CH:4]=[CH:3][C:2]([Br:1])=[CH:7][CH:6]=2)(=[O:10])=[O:9])[CH:17]=1. The catalyst class is: 465. (8) Reactant: [Cl:1][C:2]1[CH:7]=[C:6]([Cl:8])[N:5]=[C:4]([S:9][C:10]2[CH:15]=[CH:14][C:13](NC(=O)CC(F)(F)F)=[CH:12][CH:11]=2)[N:3]=1.ClCS(C1C=C(S(CCl)(=O)=O)N=CN=1)(=O)=O.SC1C=CC([C:45]([NH:47][CH2:48][C:49]([F:52])([F:51])[F:50])=[O:46])=CC=1.C(N(CC)CC)C. Product: [Cl:8][C:6]1[CH:7]=[C:2]([Cl:1])[N:3]=[C:4]([S:9][C:10]2[CH:11]=[CH:12][C:13]([C:45]([NH:47][CH2:48][C:49]([F:52])([F:51])[F:50])=[O:46])=[CH:14][CH:15]=2)[N:5]=1. The catalyst class is: 10. (9) Product: [CH3:35][O:34][C:31]1[CH:30]=[CH:29][C:28]([O:27][C:16]2[CH:17]=[C:18]([C:21]3[CH:22]=[CH:23][CH:24]=[CH:25][CH:26]=3)[CH:19]=[CH:20][C:15]=2[NH:14][CH2:13][C@@H:9]2[CH2:10][CH2:11][CH2:12][NH:8]2)=[CH:33][CH:32]=1. Reactant: C(OC([N:8]1[CH2:12][CH2:11][CH2:10][C@H:9]1[CH2:13][NH:14][C:15]1[CH:20]=[CH:19][C:18]([C:21]2[CH:26]=[CH:25][CH:24]=[CH:23][CH:22]=2)=[CH:17][C:16]=1[O:27][C:28]1[CH:33]=[CH:32][C:31]([O:34][CH3:35])=[CH:30][CH:29]=1)=O)(C)(C)C.C(O)(C(F)(F)F)=O. The catalyst class is: 2.